Dataset: Full USPTO retrosynthesis dataset with 1.9M reactions from patents (1976-2016). Task: Predict the reactants needed to synthesize the given product. (1) The reactants are: [NH2:1][C:2]1[N:7]=[CH:6][C:5]([C:8]2[CH:13]=[CH:12][C:11]([C:14]3[N:15]([C:32]4[CH:37]=[CH:36][C:35]([Cl:38])=[CH:34][CH:33]=4)[C:16](=[O:31])[C:17]4[CH:22]=[N:21][N:20]([C:23]5[CH:24]=[C:25]([CH:28]=[CH:29][CH:30]=5)[C:26]#[N:27])[C:18]=4[N:19]=3)=[CH:10][CH:9]=2)=[CH:4][CH:3]=1.[N-:39]=[N+:40]=[N-:41].[Na+].[Cl-].[NH4+]. Given the product [NH2:1][C:2]1[N:7]=[CH:6][C:5]([C:8]2[CH:9]=[CH:10][C:11]([C:14]3[N:15]([C:32]4[CH:33]=[CH:34][C:35]([Cl:38])=[CH:36][CH:37]=4)[C:16](=[O:31])[C:17]4[CH:22]=[N:21][N:20]([C:23]5[CH:30]=[CH:29][CH:28]=[C:25]([C:26]6[NH:41][N:40]=[N:39][N:27]=6)[CH:24]=5)[C:18]=4[N:19]=3)=[CH:12][CH:13]=2)=[CH:4][CH:3]=1, predict the reactants needed to synthesize it. (2) Given the product [CH3:10][N:11]1[CH2:16][CH2:15][N:14]([C:2]2[CH:9]=[CH:8][CH:7]=[CH:6][C:3]=2[C:4]#[N:5])[CH2:13][CH2:12]1, predict the reactants needed to synthesize it. The reactants are: F[C:2]1[CH:9]=[CH:8][CH:7]=[CH:6][C:3]=1[C:4]#[N:5].[CH3:10][N:11]1[CH2:16][CH2:15][NH:14][CH2:13][CH2:12]1. (3) Given the product [C:54]([O-:56])(=[O:55])[C:6]1[C:5](=[CH:4][CH:3]=[CH:2][CH:1]=1)[OH:8].[C:62]1([OH:67])[CH:63]=[CH:64][CH:65]=[CH:66][CH:68]=1, predict the reactants needed to synthesize it. The reactants are: [CH2:1]1[C@H:6](N)[C@@H:5]([O:8][C@H]2O[C@H](CN)[C@@H](O)[C@H](O)[C@H]2O)[C@H:4](O)[C@@H:3](O[C@H]2O[C@H](CO)[C@@H](O)[C@H](N)[C@H]2O)[C@@H:2]1N.CC1(C)S[C@@H]2[C@H](NC([C@H](N)C3C=CC=CC=3)=O)C(=O)N2[C@H]1[C:54]([OH:56])=[O:55].CC(S[C@@H:62]1[O:67][C@H:66]([CH2:68]O)[C@H:65](O)[C@H:64](O)[C@H:63]1O)C. (4) Given the product [CH3:3][N:4]([N:6]=[N:7][C:8]1[C:16]2[C:11](=[N:12][CH:13]=[CH:14][CH:15]=2)[Se:10][C:9]=1[C:17]([NH2:2])=[O:19])[CH3:5], predict the reactants needed to synthesize it. The reactants are: [OH-].[NH4+:2].[CH3:3][N:4]([N:6]=[N:7][C:8]1[C:16]2[C:11](=[N:12][CH:13]=[CH:14][CH:15]=2)[Se:10][C:9]=1[C:17]([O:19]CC)=O)[CH3:5].O. (5) Given the product [Cl:27][C:7]1[CH:6]=[N:5][N:4]([CH:1]([CH3:3])[CH3:2])[C:8]=1[C:9]1[CH:14]=[C:13]([N+:15]([O-:17])=[O:16])[CH:12]=[CH:11][C:10]=1[O:18][CH3:19], predict the reactants needed to synthesize it. The reactants are: [CH:1]([N:4]1[C:8]([C:9]2[CH:14]=[C:13]([N+:15]([O-:17])=[O:16])[CH:12]=[CH:11][C:10]=2[O:18][CH3:19])=[CH:7][CH:6]=[N:5]1)([CH3:3])[CH3:2].C1C(=O)N([Cl:27])C(=O)C1. (6) Given the product [O:21]=[C:2]1[C:3]2([C:13]3=[CH:14][C:15]4[O:19][CH2:18][O:17][C:16]=4[CH:20]=[C:12]3[O:11][CH2:10]2)[C:4]2[C:9](=[CH:8][CH:7]=[CH:6][CH:5]=2)[N:1]1[CH2:45][CH2:46][CH2:47][C:48]([O:50][CH2:51][CH3:52])=[O:49], predict the reactants needed to synthesize it. The reactants are: [NH:1]1[C:9]2[C:4](=[CH:5][CH:6]=[CH:7][CH:8]=2)[C:3]2([C:13]3=[CH:14][C:15]4[O:19][CH2:18][O:17][C:16]=4[CH:20]=[C:12]3[O:11][CH2:10]2)[C:2]1=[O:21].BrC1C=CC=C2C=1C1(C3=CC4OCOC=4C=C3OC1)C(=O)N2.Br[CH2:45][CH2:46][CH2:47][C:48]([O:50][CH2:51][CH3:52])=[O:49].BrCC1OC(C(F)(F)F)=CC=1.